The task is: Binary Classification. Given a miRNA mature sequence and a target amino acid sequence, predict their likelihood of interaction.. This data is from Experimentally validated miRNA-target interactions with 360,000+ pairs, plus equal number of negative samples. (1) The miRNA is hsa-miR-4726-3p with sequence ACCCAGGUUCCCUCUGGCCGCA. The protein sequence of the target gene is MEADITNLRNKLKECEDERLKAAHYGLQLLERQTELQSQLDKCHEEMMITAEKYNQEKHALQREVELKSRMLDSLSCECEALKQQQKAQLEQLEVQLHRSHRQEVSDLKNKLENLKVELDEARLGEKQLKQKLDLQGELLAHKSEELRLLSEQRVLSSMSSELLALETELTAAEGVKNALKEEVNELQYKQEQLECLNTSLLHQVDRLKEEKEEREREAVSYYNALEKARVENQDLQVQLGHALQQAADPNSKGNSLFAEVEDRRVAMERQLNLMKDKYQSLKKQNAFTRDQMNKMKLQI.... Result: 0 (no interaction). (2) The miRNA is hsa-miR-6826-3p with sequence CUCCCCUCUCUUUCCUGUUCAG. The protein sequence of the target gene is MIHGRSVLHIVASLIILHLSGATKKGTEKQTTSETQKSVQCGTWTKHAEGGIFTSPNYPSKYPPDRECIYIIEAAPRQCIELYFDEKYSIEPSWECKFDHIEVRDGPFGFSPIIGRFCGQQNPPVIKSSGRFLWIKFFADGELESMGFSARYNFTPDPDFKDLGALKPLPACEFEMGGSEGIVESIQIMKEGKATASEAVDCKWYIRAPPRSKIYLRFLDYEMQNSNECKRNFVAVYDGSSSVEDLKAKFCSTVANDVMLRTGLGVIRMWADEGSRNSRFQMLFTSFQEPPCEGNTFFCH.... Result: 1 (interaction).